From a dataset of Forward reaction prediction with 1.9M reactions from USPTO patents (1976-2016). Predict the product of the given reaction. Given the reactants [Cl:1][C:2]1[C:7]([C:8]2[CH:13]=[CH:12][C:11]([S:14](Cl)(=[O:16])=[O:15])=[CH:10][CH:9]=2)=[C:6]([C:18]2[CH:23]=[CH:22][C:21]([S:24]([CH3:27])(=[O:26])=[O:25])=[CH:20][CH:19]=2)[N:5]=[C:4]([C:28]([F:31])([F:30])[F:29])[N:3]=1.[CH3:32][NH2:33], predict the reaction product. The product is: [Cl:1][C:2]1[C:7]([C:8]2[CH:13]=[CH:12][C:11]([S:14]([NH:33][CH3:32])(=[O:16])=[O:15])=[CH:10][CH:9]=2)=[C:6]([C:18]2[CH:23]=[CH:22][C:21]([S:24]([CH3:27])(=[O:26])=[O:25])=[CH:20][CH:19]=2)[N:5]=[C:4]([C:28]([F:31])([F:30])[F:29])[N:3]=1.